Dataset: Reaction yield outcomes from USPTO patents with 853,638 reactions. Task: Predict the reaction yield, written as a fraction of the theoretical maximum amount of product (1.0 means a 100% yield; for example, 0.34 means a 34% yield). The reactants are [CH3:1][O:2][C:3]1[CH:23]=[CH:22][C:6]([O:7][C:8]2[S:9][C:10]([C:13]3[CH:18]=[CH:17][C:16]([CH:19]([NH2:21])[CH3:20])=[CH:15][CH:14]=3)=[CH:11][N:12]=2)=[CH:5][CH:4]=1.C(N(C(C)C)CC)(C)C.[C:33](OC(=O)C)(=[O:35])[CH3:34]. The catalyst is C(Cl)Cl. The product is [CH3:1][O:2][C:3]1[CH:23]=[CH:22][C:6]([O:7][C:8]2[S:9][C:10]([C:13]3[CH:18]=[CH:17][C:16]([CH:19]([NH:21][C:33](=[O:35])[CH3:34])[CH3:20])=[CH:15][CH:14]=3)=[CH:11][N:12]=2)=[CH:5][CH:4]=1. The yield is 0.880.